Dataset: Peptide-MHC class II binding affinity with 134,281 pairs from IEDB. Task: Regression. Given a peptide amino acid sequence and an MHC pseudo amino acid sequence, predict their binding affinity value. This is MHC class II binding data. (1) The peptide sequence is YDKPLANVSTVLTGK. The MHC is DRB1_1302 with pseudo-sequence DRB1_1302. The binding affinity (normalized) is 0.486. (2) The peptide sequence is AADHAAPEDKYEAFV. The MHC is DRB3_0101 with pseudo-sequence DRB3_0101. The binding affinity (normalized) is 0.